This data is from Catalyst prediction with 721,799 reactions and 888 catalyst types from USPTO. The task is: Predict which catalyst facilitates the given reaction. (1) Reactant: C(OC([N:8]1[CH2:13][CH2:12][CH:11]([C:14]2[CH:19]=[CH:18][C:17]([NH:20][C:21]3[N:22]=[CH:23][C:24]4[C:30](=[O:31])[C:29]([C:32](=[O:36])[NH:33][O:34][CH3:35])=[CH:28][N:27]([C:37]5[CH:42]=[CH:41][C:40]([CH2:43][CH3:44])=[CH:39][CH:38]=5)[C:25]=4[N:26]=3)=[CH:16][CH:15]=2)[CH2:10][CH2:9]1)=O)(C)(C)C.[C:45](O)([C:47](F)(F)F)=O.C(Cl)Cl.ICC.C(N(CC)CC)C. Product: [CH3:35][O:34][NH:33][C:32]([C:29]1[C:30](=[O:31])[C:24]2[CH:23]=[N:22][C:21]([NH:20][C:17]3[CH:18]=[CH:19][C:14]([CH:11]4[CH2:10][CH2:9][N:8]([CH2:45][CH3:47])[CH2:13][CH2:12]4)=[CH:15][CH:16]=3)=[N:26][C:25]=2[N:27]([C:37]2[CH:38]=[CH:39][C:40]([CH2:43][CH3:44])=[CH:41][CH:42]=2)[CH:28]=1)=[O:36]. The catalyst class is: 6. (2) Reactant: [F:1][C:2]1[CH:3]=[C:4]([C:8]2[C:16]3[C:11](=[CH:12][C:13]([O:20]C)=[C:14]([C:17]([OH:19])=[O:18])[CH:15]=3)[NH:10][N:9]=2)[CH:5]=[CH:6][CH:7]=1.[B].O. Product: [F:1][C:2]1[CH:3]=[C:4]([C:8]2[C:16]3[C:11](=[CH:12][C:13]([OH:20])=[C:14]([C:17]([OH:19])=[O:18])[CH:15]=3)[NH:10][N:9]=2)[CH:5]=[CH:6][CH:7]=1. The catalyst class is: 4. (3) Reactant: [C:1]([C:9]1[CH:10]=[C:11]([CH:15]=[CH:16][CH:17]=1)[C:12](O)=[O:13])(=[O:8])[C:2]1[CH:7]=[CH:6][CH:5]=[CH:4][CH:3]=1. Product: [OH:13][CH2:12][C:11]1[CH:10]=[C:9]([C:1]([C:2]2[CH:7]=[CH:6][CH:5]=[CH:4][CH:3]=2)=[O:8])[CH:17]=[CH:16][CH:15]=1. The catalyst class is: 165. (4) Reactant: [NH2:1][CH:2]([C:6]([NH2:8])=[O:7])[C:3]([NH2:5])=[O:4].S(=O)(=O)(O)[OH:10].[CH:14](OCC)(OCC)OCC.[ClH:24]. Product: [OH2:4].[OH2:10].[ClH:24].[OH:4][C:3]1[NH:5][CH:14]=[N:1][C:2]=1[C:6]([NH2:8])=[O:7]. The catalyst class is: 666.